This data is from Reaction yield outcomes from USPTO patents with 853,638 reactions. The task is: Predict the reaction yield, written as a fraction of the theoretical maximum amount of product (1.0 means a 100% yield; for example, 0.34 means a 34% yield). (1) The reactants are [C:1]([O:5][CH:6]([C:10]1[C:15]([CH3:16])=[CH:14][CH:13]=[C:12]([OH:17])[C:11]=1[C:18]1[CH:19]=[CH:20][C:21]2[O:26][CH2:25][CH2:24][CH2:23][C:22]=2[CH:27]=1)[C:7]([O-:9])=[O:8])([CH3:4])([CH3:3])[CH3:2].[N+:28]([O-:31])(O)=[O:29].O.[C:33](O)(=O)C. No catalyst specified. The product is [CH3:33][O:8][C:7](=[O:9])[CH:6]([O:5][C:1]([CH3:4])([CH3:2])[CH3:3])[C:10]1[C:15]([CH3:16])=[CH:14][C:13]([N+:28]([O-:31])=[O:29])=[C:12]([OH:17])[C:11]=1[C:18]1[CH:27]=[C:22]2[C:21](=[CH:20][CH:19]=1)[O:26][CH2:25][CH2:24][CH2:23]2. The yield is 0.890. (2) The reactants are C([N:4]([C:12]1[CH:20]=[C:19]2[C:15]([CH:16]=[C:17]([CH2:22][O:23][Si:24]([C:27]([CH3:30])([CH3:29])[CH3:28])([CH3:26])[CH3:25])[N:18]2[CH3:21])=[CH:14][C:13]=1[CH:31]([OH:35])[CH:32]=[CH:33][CH3:34])[C:5](=[O:11])[O:6][C:7]([CH3:10])([CH3:9])[CH3:8])C=C. The catalyst is CC1C=C(C)C(N2C(=[Ru](Cl)(Cl)=CC3C=CC=CC=3)N(C3C(C)=CC(C)=CC=3C)CC2)=C(C)C=1.C1CCC(P(C2CCCCC2)C2CCCCC2)CC1. The product is [Si:24]([O:23][CH2:22][C:17]1[N:18]([CH3:21])[C:19]2[C:15]([CH:16]=1)=[CH:14][C:13]1[CH:31]([OH:35])[CH:32]=[CH:33][CH2:34][N:4]([C:5]([O:6][C:7]([CH3:8])([CH3:9])[CH3:10])=[O:11])[C:12]=1[CH:20]=2)([C:27]([CH3:28])([CH3:29])[CH3:30])([CH3:25])[CH3:26]. The yield is 0.660. (3) The reactants are [O:1]1[C:5]2[CH:6]=[CH:7][C:8]([C:10]3[S:11][CH:12]=[C:13]([C:15]([OH:17])=O)[N:14]=3)=[CH:9][C:4]=2[CH2:3][CH2:2]1.[NH:18]1[C:22]([NH2:23])=[N:21][CH:20]=[N:19]1.F[P-](F)(F)(F)(F)F.N1(OC(N(C)C)=[N+](C)C)[C:35]2[CH:36]=[CH:37][CH:38]=[CH:39][C:34]=2N=N1.N1C=CC=[CH:50][CH:49]=1. No catalyst specified. The product is [O:1]1[C:5]2[CH:6]=[CH:7][C:8]([C:10]3[S:11][CH:12]=[C:13]([C:15]([NH:23][C:22]4[NH:18][N:19]=[C:20]([CH2:49][CH2:50][C:34]5[CH:39]=[CH:38][CH:37]=[CH:36][CH:35]=5)[N:21]=4)=[O:17])[N:14]=3)=[CH:9][C:4]=2[CH2:3][CH2:2]1. The yield is 0.440. (4) The reactants are [F:1][C:2]([F:12])([F:11])[C:3]([NH:5][C@H:6]([C:8]([OH:10])=O)[CH3:7])=[O:4].C(Cl)(=O)C(Cl)=O.[Al+3].[Cl-].[Cl-].[Cl-].Cl.[C:24]1([S:30][CH3:31])[CH:29]=[CH:28][CH:27]=CC=1. The catalyst is N1C=CC=CC=1. The product is [F:11][C:2]([F:1])([F:12])[C:3]([NH:5][CH:6]([CH3:7])[C:8]([C:24]1[S:30][CH:31]=[C:28]([CH3:27])[CH:29]=1)=[O:10])=[O:4]. The yield is 0.350. (5) The reactants are Cl[C:2]1[C:7]([N+:8]([O-:10])=[O:9])=[CH:6][CH:5]=[C:4]([Cl:11])[N:3]=1.C(N(C(C)C)CC)(C)C.[NH:21]1[CH2:26][CH2:25][CH:24]([S:27][C:28]2[CH:33]=[CH:32][CH:31]=[CH:30][N:29]=2)[CH2:23][CH2:22]1. The catalyst is ClCCl. The product is [Cl:11][C:4]1[N:3]=[C:2]([N:21]2[CH2:26][CH2:25][CH:24]([S:27][C:28]3[CH:33]=[CH:32][CH:31]=[CH:30][N:29]=3)[CH2:23][CH2:22]2)[C:7]([N+:8]([O-:10])=[O:9])=[CH:6][CH:5]=1. The yield is 0.830. (6) The reactants are Cl.Cl.[NH2:3][C@@H:4]([CH2:7][C:8]1[CH:13]=[CH:12][C:11]([O:14][C:15]2[C:24]3[C:19](=[CH:20][CH:21]=[CH:22][CH:23]=3)[N:18]=[CH:17][CH:16]=2)=[CH:10][CH:9]=1)[CH2:5][OH:6].[O:25]([CH2:32][C@H:33]1[O:35][CH2:34]1)[C:26]1[CH:31]=[CH:30][CH:29]=[CH:28][CH:27]=1.C(N(C(C)C)CC)(C)C. The catalyst is C(O)C. The product is [OH:35][C@H:33]([CH2:32][O:25][C:26]1[CH:31]=[CH:30][CH:29]=[CH:28][CH:27]=1)[CH2:34][NH:3][C@@H:4]([CH2:7][C:8]1[CH:13]=[CH:12][C:11]([O:14][C:15]2[C:24]3[C:19](=[CH:20][CH:21]=[CH:22][CH:23]=3)[N:18]=[CH:17][CH:16]=2)=[CH:10][CH:9]=1)[CH2:5][OH:6]. The yield is 0.280. (7) The reactants are [F:1][C:2]1[CH:7]=[CH:6][C:5]([C:8]2[C:13]([C:14]3[CH:19]=[CH:18][N:17]=[CH:16][CH:15]=3)=[C:12]([C:20]3[CH:25]=[CH:24][C:23]([F:26])=[CH:22][CH:21]=3)[N:11]=[C:10]3[N:27]([CH2:30][CH2:31][C:32]([OH:34])=O)[N:28]=[CH:29][C:9]=23)=[CH:4][CH:3]=1.[CH2:35]([NH2:38])[CH2:36][CH3:37]. No catalyst specified. The product is [F:1][C:2]1[CH:7]=[CH:6][C:5]([C:8]2[C:13]([C:14]3[CH:19]=[CH:18][N:17]=[CH:16][CH:15]=3)=[C:12]([C:20]3[CH:25]=[CH:24][C:23]([F:26])=[CH:22][CH:21]=3)[N:11]=[C:10]3[N:27]([CH2:30][CH2:31][C:32]([NH:38][CH2:35][CH2:36][CH3:37])=[O:34])[N:28]=[CH:29][C:9]=23)=[CH:4][CH:3]=1. The yield is 0.760. (8) The reactants are [O:1]=[C:2]1[CH:7]=[CH:6][C:5]([C:8](=[O:31])[NH:9][C:10]2[CH:11]=[N:12][C:13]([N:16]3[C:20]([C:21]([F:24])([F:23])[F:22])=[CH:19][C:18]([C:25]4[CH:26]=[N:27][CH:28]=[CH:29][CH:30]=4)=[N:17]3)=[CH:14][CH:15]=2)=[CH:4][N:3]1[CH2:32][C:33](O)=[O:34].Cl.[CH3:37][N:38](C)[CH2:39]CCCCN=C=N.O.ON1C2C=CC=CC=2N=N1.CNC. The catalyst is O1CCCC1.[Cl-].[Na+].O.CO. The product is [N:27]1[CH:28]=[CH:29][CH:30]=[C:25]([C:18]2[CH:19]=[C:20]([C:21]([F:23])([F:24])[F:22])[N:16]([C:13]3[N:12]=[CH:11][C:10]([NH:9][C:8]([C:5]4[CH:6]=[CH:7][C:2](=[O:1])[N:3]([CH2:32][C:33](=[O:34])[N:38]([CH3:39])[CH3:37])[CH:4]=4)=[O:31])=[CH:15][CH:14]=3)[N:17]=2)[CH:26]=1. The yield is 0.630. (9) The reactants are [F:1][C:2]([F:35])([F:34])[C:3]1[CH:4]=[C:5]([C:13]([CH3:33])([CH3:32])[C:14]([N:16]([C:18]2[CH:19]=[N:20][C:21](Cl)=[CH:22][C:23]=2[C:24]2[CH:29]=[CH:28][CH:27]=[CH:26][C:25]=2[Cl:30])[CH3:17])=[O:15])[CH:6]=[C:7]([C:9]([F:12])([F:11])[F:10])[CH:8]=1.[CH2:36]([O:43][CH2:44][CH2:45][OH:46])[C:37]1[CH:42]=[CH:41][CH:40]=[CH:39][CH:38]=1.[Cl-].C(C1C=CC=C(C(C)C)C=1[N+]1C=CN(C2C(C(C)C)=CC=CC=2C(C)C)C=1)(C)C.CC([O-])(C)C.[K+]. The catalyst is COC(C)(C)C.C1C=CC(/C=C/C(/C=C/C2C=CC=CC=2)=O)=CC=1.C1C=CC(/C=C/C(/C=C/C2C=CC=CC=2)=O)=CC=1.C1C=CC(/C=C/C(/C=C/C2C=CC=CC=2)=O)=CC=1.[Pd].[Pd].O1CCOCC1. The product is [CH2:36]([O:43][CH2:44][CH2:45][O:46][C:21]1[N:20]=[CH:19][C:18]([N:16]([CH3:17])[C:14](=[O:15])[C:13]([C:5]2[CH:4]=[C:3]([C:2]([F:35])([F:34])[F:1])[CH:8]=[C:7]([C:9]([F:10])([F:12])[F:11])[CH:6]=2)([CH3:32])[CH3:33])=[C:23]([C:24]2[CH:29]=[CH:28][CH:27]=[CH:26][C:25]=2[Cl:30])[CH:22]=1)[C:37]1[CH:42]=[CH:41][CH:40]=[CH:39][CH:38]=1. The yield is 0.490. (10) The reactants are [Cl:1][C:2]1[CH:3]=[C:4]([NH2:17])[CH:5]=[CH:6][C:7]=1B1OC(C)(C)C(C)(C)O1.Br[C:19]1[C:20]([O:27][CH3:28])=[C:21]([CH:24]=[CH:25][CH:26]=1)[C:22]#[N:23]. No catalyst specified. The product is [NH2:17][C:4]1[CH:5]=[CH:6][C:7]([C:19]2[CH:26]=[CH:25][CH:24]=[C:21]([C:22]#[N:23])[C:20]=2[O:27][CH3:28])=[C:2]([Cl:1])[CH:3]=1. The yield is 0.680.